Dataset: Full USPTO retrosynthesis dataset with 1.9M reactions from patents (1976-2016). Task: Predict the reactants needed to synthesize the given product. (1) Given the product [Cl:18][C:19]1[CH:20]=[CH:21][C:22]([F:47])=[C:23]([C:25]([CH:27]2[CH2:32][CH2:31][N:30]([C:33]3[N:34]=[C:35]4[CH2:46][CH2:45][N:44]([CH3:2])[CH2:43][C:36]4=[N:37][C:38]=3[NH:39][CH:40]([CH3:42])[CH3:41])[CH2:29][CH2:28]2)=[O:26])[CH:24]=1.[C:12]([OH:13])([C:14]([F:17])([F:16])[F:15])=[O:11], predict the reactants needed to synthesize it. The reactants are: [Na].[CH3:2]CN(C(C)C)C(C)C.[OH:11][C:12]([C:14]([F:17])([F:16])[F:15])=[O:13].[Cl:18][C:19]1[CH:20]=[CH:21][C:22]([F:47])=[C:23]([C:25]([CH:27]2[CH2:32][CH2:31][N:30]([C:33]3[N:34]=[C:35]4[CH2:46][CH2:45][NH:44][CH2:43][C:36]4=[N:37][C:38]=3[NH:39][CH:40]([CH3:42])[CH3:41])[CH2:29][CH2:28]2)=[O:26])[CH:24]=1.C=O. (2) Given the product [NH2:1][C:2]1[S:3][C@:4]2([CH2:21][OH:22])[C@H:6]([C@:7]([C:10]3[CH:15]=[C:14]([NH2:16])[CH:13]=[C:12]([F:19])[C:11]=3[F:20])([CH3:9])[N:8]=1)[CH2:5]2, predict the reactants needed to synthesize it. The reactants are: [NH2:1][C:2]1[S:3][C@:4]2([C:21](OC)=[O:22])[C@H:6]([C@:7]([C:10]3[CH:15]=[C:14]([N+:16]([O-])=O)[CH:13]=[C:12]([F:19])[C:11]=3[F:20])([CH3:9])[N:8]=1)[CH2:5]2.[BH4-].[Li+].CO. (3) Given the product [CH2:27]([C:28]1[C:29](=[O:30])[N:8]([C:9]2[CH:14]=[CH:13][CH:12]=[C:11]([C:15]3[CH:16]=[N:17][CH:18]=[CH:19][CH:20]=3)[CH:10]=2)[C:3]2[N:4]=[CH:5][CH:6]=[CH:7][C:2]=2[N:1]=1)[C:21]1[CH:26]=[CH:25][CH:24]=[CH:23][CH:22]=1, predict the reactants needed to synthesize it. The reactants are: [NH2:1][C:2]1[C:3]([NH:8][C:9]2[CH:14]=[CH:13][CH:12]=[C:11]([C:15]3[CH:16]=[N:17][CH:18]=[CH:19][CH:20]=3)[CH:10]=2)=[N:4][CH:5]=[CH:6][CH:7]=1.[C:21]1([CH2:27][C:28](=O)[C:29](O)=[O:30])[CH:26]=[CH:25][CH:24]=[CH:23][CH:22]=1.C(OCC)(=O)C.C(=O)(O)[O-].[Na+].